From a dataset of Reaction yield outcomes from USPTO patents with 853,638 reactions. Predict the reaction yield, written as a fraction of the theoretical maximum amount of product (1.0 means a 100% yield; for example, 0.34 means a 34% yield). (1) The reactants are C([Li])CCC.[Br:6][C:7]1[CH:12]=[CH:11][CH:10]=[C:9]([Br:13])[C:8]=1[C:14]1[C:19](Br)=[CH:18][CH:17]=[CH:16][C:15]=1[Br:21].CO.O. The catalyst is O1CCCC1. The product is [Br:6][C:7]1[CH:12]=[CH:11][CH:10]=[C:9]([Br:13])[C:8]=1[C:14]1[CH:19]=[CH:18][CH:17]=[CH:16][C:15]=1[Br:21]. The yield is 0.910. (2) The reactants are C([O:8][C:9]([NH:11][C:12]1[C:13]([Cl:24])=[N:14][C:15]([C:18]2[CH:23]=[CH:22][CH:21]=[CH:20][CH:19]=2)=[N:16][CH:17]=1)=O)C1C=CC=CC=1.[NH3:25].C(O)(C)C. No catalyst specified. The product is [ClH:24].[C:18]1([C:15]2[N:14]=[C:13]3[C:12]([NH:11][C:9](=[O:8])[NH:25]3)=[CH:17][N:16]=2)[CH:23]=[CH:22][CH:21]=[CH:20][CH:19]=1. The yield is 0.324. (3) The reactants are [CH3:1][O:2][C:3]1[CH:4]=[C:5]([C:13]([O:15]C)=[O:14])[C:6](=[CH:11][CH:12]=1)[C:7]([O:9]C)=[O:8].[OH-].[K+]. The catalyst is CO.O. The product is [CH3:1][O:2][C:3]1[CH:4]=[C:5]([C:13]([OH:15])=[O:14])[C:6](=[CH:11][CH:12]=1)[C:7]([OH:9])=[O:8]. The yield is 0.990. (4) The reactants are [Cl:1][C:2]1[CH:3]=[CH:4][C:5]([O:25][CH3:26])=[C:6]([NH:8][C:9](=[O:24])[CH2:10][N:11]2[C:15]3[CH2:16][NH:17][CH2:18][CH2:19][C:14]=3[C:13]([C:20]([F:23])([F:22])[F:21])=[N:12]2)[CH:7]=1.[CH3:27][C:28]([CH3:30])=O.C([BH3-])#N.[Na+]. The catalyst is CO. The product is [Cl:1][C:2]1[CH:3]=[CH:4][C:5]([O:25][CH3:26])=[C:6]([NH:8][C:9](=[O:24])[CH2:10][N:11]2[C:15]3[CH2:16][N:17]([CH:28]([CH3:30])[CH3:27])[CH2:18][CH2:19][C:14]=3[C:13]([C:20]([F:23])([F:22])[F:21])=[N:12]2)[CH:7]=1. The yield is 0.710. (5) The reactants are C([O:3][C:4]([C:6]1[CH:11]=[CH:10][N:9]=[C:8]([NH:12][C:13]2[CH:18]=[CH:17][C:16]([N:19]3[CH:23]=[C:22]([CH3:24])[N:21]=[CH:20]3)=[C:15]([O:25][CH3:26])[CH:14]=2)[N:7]=1)=O)C.[CH2:27]([Mg]Br)[CH3:28].C(=O)([O-])[O-].[Na+].[Na+].O1CC[CH2:39][CH2:38]1. No catalyst specified. The product is [CH3:26][O:25][C:15]1[CH:14]=[C:13]([NH:12][C:8]2[N:7]=[C:6]([C:4]([OH:3])([CH2:27][CH3:28])[CH2:38][CH3:39])[CH:11]=[CH:10][N:9]=2)[CH:18]=[CH:17][C:16]=1[N:19]1[CH:23]=[C:22]([CH3:24])[N:21]=[CH:20]1. The yield is 0.0900.